Dataset: Reaction yield outcomes from USPTO patents with 853,638 reactions. Task: Predict the reaction yield, written as a fraction of the theoretical maximum amount of product (1.0 means a 100% yield; for example, 0.34 means a 34% yield). The reactants are Br[C:2]1[CH:3]=[C:4]2[C:9](=[CH:10][CH:11]=1)[CH:8]=[C:7](O)[CH:6]=[CH:5]2.[CH2:13](O)[CH3:14].[C:16](=[O:19])([O-])[O-].[Na+].[Na+]. The catalyst is Cl[Pd](Cl)([P](C1C=CC=CC=1)(C1C=CC=CC=1)C1C=CC=CC=1)[P](C1C=CC=CC=1)(C1C=CC=CC=1)C1C=CC=CC=1.O. The product is [C:9]1([C:10]2[CH:11]=[CH:14][C:13]3[C:5](=[CH:6][CH:7]=[CH:8][CH:9]=3)[C:16]=2[OH:19])[C:4]2[CH2:3][C:2]3[C:10](=[CH:11][CH:2]=[CH:3][CH:4]=3)[C:5]=2[CH:6]=[CH:7][CH:8]=1. The yield is 0.825.